This data is from Peptide-MHC class I binding affinity with 185,985 pairs from IEDB/IMGT. The task is: Regression. Given a peptide amino acid sequence and an MHC pseudo amino acid sequence, predict their binding affinity value. This is MHC class I binding data. (1) The peptide sequence is FVEDPNGKY. The MHC is HLA-A01:01 with pseudo-sequence HLA-A01:01. The binding affinity (normalized) is 0.398. (2) The peptide sequence is YFRNSGMTY. The MHC is HLA-B08:01 with pseudo-sequence HLA-B08:01. The binding affinity (normalized) is 0.0847. (3) The peptide sequence is GMFTNRSGS. The MHC is HLA-A01:01 with pseudo-sequence HLA-A01:01. The binding affinity (normalized) is 0. (4) The peptide sequence is ISDSNPYLTQW. The MHC is HLA-A68:02 with pseudo-sequence HLA-A68:02. The binding affinity (normalized) is 0. (5) The peptide sequence is YSLLNRKAI. The MHC is HLA-B35:01 with pseudo-sequence HLA-B35:01. The binding affinity (normalized) is 0.0847. (6) The peptide sequence is TQDLFLPFY. The MHC is HLA-A26:01 with pseudo-sequence HLA-A26:01. The binding affinity (normalized) is 0.0900. (7) The peptide sequence is KEVDSSSHM. The MHC is Mamu-B03 with pseudo-sequence Mamu-B03. The binding affinity (normalized) is 0. (8) The MHC is HLA-A02:02 with pseudo-sequence HLA-A02:02. The peptide sequence is SKLPNFEEI. The binding affinity (normalized) is 0.107.